From a dataset of CYP2D6 inhibition data for predicting drug metabolism from PubChem BioAssay. Regression/Classification. Given a drug SMILES string, predict its absorption, distribution, metabolism, or excretion properties. Task type varies by dataset: regression for continuous measurements (e.g., permeability, clearance, half-life) or binary classification for categorical outcomes (e.g., BBB penetration, CYP inhibition). Dataset: cyp2d6_veith. (1) The drug is O=c1c(CCc2ccccc2)nc2cnc(Oc3ccccc3)nc2n1C[C@H]1CCCO1. The result is 0 (non-inhibitor). (2) The drug is COC(=O)N1CCC2(CCN(Cc3ccc(C#N)cc3)CC2)CC1. The result is 0 (non-inhibitor). (3) The molecule is O=C(Nc1ccc2c(c1)nc1n2CCN(C2CCCCC2)C1)NC1CCCCC1. The result is 1 (inhibitor). (4) The drug is O=C(O)/C=C\C(=O)O.O=c1[nH]c2ccccc2n1CCCN1CCC(n2c(=O)[nH]c3cc(Cl)ccc32)CC1. The result is 1 (inhibitor). (5) The drug is COCCn1c(=O)c(-c2ccccc2)nc2cncnc21. The result is 0 (non-inhibitor). (6) The drug is CCOc1ccc(C(C)=O)cc1N1C(=O)C2C3C=CC(C3=C(C)C)C2C1=O. The result is 0 (non-inhibitor). (7) The molecule is CN(C)CCSCCO. The result is 0 (non-inhibitor). (8) The molecule is Cc1ccc(C(=O)O)cc1N1C(=O)c2cccc3cc(Br)cc(c23)C1=O. The result is 0 (non-inhibitor).